Regression. Given two drug SMILES strings and cell line genomic features, predict the synergy score measuring deviation from expected non-interaction effect. From a dataset of NCI-60 drug combinations with 297,098 pairs across 59 cell lines. (1) Drug 1: C1=CC(=CC=C1CCC2=CNC3=C2C(=O)NC(=N3)N)C(=O)NC(CCC(=O)O)C(=O)O. Drug 2: C1=NC2=C(N1)C(=S)N=C(N2)N. Cell line: SF-295. Synergy scores: CSS=41.2, Synergy_ZIP=-8.37, Synergy_Bliss=-8.95, Synergy_Loewe=-2.09, Synergy_HSA=0.00370. (2) Drug 1: C1CCC(CC1)NC(=O)N(CCCl)N=O. Drug 2: CCC1(C2=C(COC1=O)C(=O)N3CC4=CC5=C(C=CC(=C5CN(C)C)O)N=C4C3=C2)O.Cl. Cell line: RPMI-8226. Synergy scores: CSS=25.9, Synergy_ZIP=-4.44, Synergy_Bliss=-1.59, Synergy_Loewe=-15.0, Synergy_HSA=-2.41. (3) Drug 1: C1=C(C(=O)NC(=O)N1)N(CCCl)CCCl. Drug 2: C1=CC=C(C=C1)NC(=O)CCCCCCC(=O)NO. Cell line: NCIH23. Synergy scores: CSS=50.9, Synergy_ZIP=1.90, Synergy_Bliss=6.01, Synergy_Loewe=3.89, Synergy_HSA=7.84. (4) Drug 1: CC1=C(C=C(C=C1)NC(=O)C2=CC=C(C=C2)CN3CCN(CC3)C)NC4=NC=CC(=N4)C5=CN=CC=C5. Drug 2: C(CCl)NC(=O)N(CCCl)N=O. Cell line: HCC-2998. Synergy scores: CSS=-11.3, Synergy_ZIP=7.12, Synergy_Bliss=6.89, Synergy_Loewe=-2.24, Synergy_HSA=-1.24. (5) Drug 1: CC1=C(C(CCC1)(C)C)C=CC(=CC=CC(=CC(=O)O)C)C. Synergy scores: CSS=4.26, Synergy_ZIP=-2.31, Synergy_Bliss=0.714, Synergy_Loewe=-0.405, Synergy_HSA=0.319. Drug 2: C(CC(=O)O)C(=O)CN.Cl. Cell line: NCI-H522.